Dataset: Catalyst prediction with 721,799 reactions and 888 catalyst types from USPTO. Task: Predict which catalyst facilitates the given reaction. (1) Reactant: [C:1]([O:5][CH:6]([C:11]1[CH:16]=[CH:15][CH:14]=[CH:13][C:12]=1[C:17]1[CH:18]=[CH:19][C:20]2[O:25][CH2:24][CH2:23][CH2:22][C:21]=2[CH:26]=1)[C:7]([O:9]C)=[O:8])([CH3:4])([CH3:3])[CH3:2].[OH-].[K+]. Product: [C:1]([O:5][CH:6]([C:11]1[CH:16]=[CH:15][CH:14]=[CH:13][C:12]=1[C:17]1[CH:18]=[CH:19][C:20]2[O:25][CH2:24][CH2:23][CH2:22][C:21]=2[CH:26]=1)[C:7]([OH:9])=[O:8])([CH3:4])([CH3:2])[CH3:3]. The catalyst class is: 40. (2) Reactant: [C:1]([C:3]1[CH:19]=[CH:18][C:6]([CH2:7][N:8]([CH3:17])[CH2:9][C:10]([O:12][C:13]([CH3:16])([CH3:15])[CH3:14])=[O:11])=[C:5]([CH:20]=[CH2:21])[CH:4]=1)#[N:2]. Product: [C:1]([C:3]1[CH:19]=[CH:18][C:6]([CH2:7][N:8]([CH3:17])[CH2:9][C:10]([O:12][C:13]([CH3:14])([CH3:15])[CH3:16])=[O:11])=[C:5]([CH2:20][CH3:21])[CH:4]=1)#[N:2]. The catalyst class is: 43. (3) Reactant: [CH3:1][N:2]1[CH:8]2[CH2:9][CH2:10][CH:3]1[CH2:4][NH:5][CH2:6][CH2:7]2.C(N(CC)CC)C.[C:18]([O:22][C:23](O[C:23]([O:22][C:18]([CH3:21])([CH3:20])[CH3:19])=[O:24])=[O:24])([CH3:21])([CH3:20])[CH3:19].[OH-].[Na+]. Product: [CH3:1][N:2]1[CH:8]2[CH2:9][CH2:10][CH:3]1[CH2:4][N:5]([C:23]([O:22][C:18]([CH3:21])([CH3:20])[CH3:19])=[O:24])[CH2:6][CH2:7]2. The catalyst class is: 4. (4) Reactant: [C:1]([CH2:4][CH2:5][CH2:6][NH:7][C:8](=[O:43])[C@H:9]([CH3:42])[CH2:10][C@H:11]([OH:41])[C@@H:12]([NH:33]C(OC(C)(C)C)=O)[CH2:13][C@@H:14]([CH:30]([CH3:32])[CH3:31])[CH2:15][C:16]1[CH:21]=[CH:20][C:19]([O:22][CH3:23])=[C:18]([O:24][CH2:25][CH2:26][CH2:27][O:28][CH3:29])[CH:17]=1)(=[O:3])[NH2:2].[ClH:44]. Product: [ClH:44].[C:1]([CH2:4][CH2:5][CH2:6][NH:7][C:8](=[O:43])[C@H:9]([CH3:42])[CH2:10][C@H:11]([OH:41])[C@@H:12]([NH2:33])[CH2:13][C@@H:14]([CH:30]([CH3:32])[CH3:31])[CH2:15][C:16]1[CH:21]=[CH:20][C:19]([O:22][CH3:23])=[C:18]([O:24][CH2:25][CH2:26][CH2:27][O:28][CH3:29])[CH:17]=1)(=[O:3])[NH2:2]. The catalyst class is: 12.